From a dataset of Full USPTO retrosynthesis dataset with 1.9M reactions from patents (1976-2016). Predict the reactants needed to synthesize the given product. Given the product [Cl:21][C:15]1[CH:16]=[C:17]([Cl:20])[CH:18]=[CH:19][C:14]=1[C:9]1[N:10]=[C:11]([C:28]([O:30][CH2:31][CH3:32])=[O:29])[N:12]([CH3:13])[C:8]=1[C:5]1[CH:4]=[CH:3][C:2]([Cl:1])=[CH:7][CH:6]=1, predict the reactants needed to synthesize it. The reactants are: [Cl:1][C:2]1[CH:7]=[CH:6][C:5]([C:8]2[N:12]([CH3:13])[CH:11]=[N:10][C:9]=2[C:14]2[CH:19]=[CH:18][C:17]([Cl:20])=[CH:16][C:15]=2[Cl:21])=[CH:4][CH:3]=1.[Li]CCCC.Cl[C:28]([O:30][CH2:31][CH3:32])=[O:29].